From a dataset of Full USPTO retrosynthesis dataset with 1.9M reactions from patents (1976-2016). Predict the reactants needed to synthesize the given product. (1) Given the product [F:19][C:14]1[CH:13]=[C:12]([S:9]([CH2:8][C:6]2[CH:5]=[C:4]([N:20]3[CH2:25][CH2:24][O:23][CH2:22][C@@H:21]3[CH3:26])[N:3]=[C:2]([C:35]3[CH:41]=[CH:40][C:38]([NH2:39])=[CH:37][CH:36]=3)[N:7]=2)(=[O:11])=[O:10])[CH:17]=[C:16]([F:18])[CH:15]=1, predict the reactants needed to synthesize it. The reactants are: Cl[C:2]1[N:7]=[C:6]([CH2:8][S:9]([C:12]2[CH:17]=[C:16]([F:18])[CH:15]=[C:14]([F:19])[CH:13]=2)(=[O:11])=[O:10])[CH:5]=[C:4]([N:20]2[CH2:25][CH2:24][O:23][CH2:22][C@@H:21]2[CH3:26])[N:3]=1.CC1(C)C(C)(C)OB([C:35]2[CH:41]=[CH:40][C:38]([NH2:39])=[CH:37][CH:36]=2)O1.C(=O)([O-])[O-].[Na+].[Na+]. (2) Given the product [C:16]([CH2:15][C:3]1[N:4]2[C:9]([CH2:8][CH2:7][CH2:6][CH2:5]2)=[CH:1][C:2]=1[C:10]([O:12][CH3:13])=[O:11])#[N:17], predict the reactants needed to synthesize it. The reactants are: [CH:1]1[C:2]([C:10]([O:12][CH3:13])=[O:11])=[CH:3][N:4]2[C:9]=1[CH2:8][CH2:7][CH2:6][CH2:5]2.I[CH2:15][C:16]#[N:17].OO.